This data is from Full USPTO retrosynthesis dataset with 1.9M reactions from patents (1976-2016). The task is: Predict the reactants needed to synthesize the given product. (1) Given the product [C:26]1([S:32]([N:35]2[CH:39]=[C:38]([C:7]#[C:1][CH2:2][CH2:3][CH2:4][CH2:5][CH3:6])[C:37]([C:41]3[CH:42]=[N:43][CH:44]=[CH:45][CH:46]=3)=[N:36]2)(=[O:34])=[O:33])[CH:31]=[CH:30][CH:29]=[CH:28][CH:27]=1, predict the reactants needed to synthesize it. The reactants are: [C:1]([C:7]1C(C2CN(C)CCC=2)=NNC=1)#[C:2][CH2:3][CH2:4][CH2:5][CH3:6].C#CCCCCC.[C:26]1([S:32]([N:35]2[CH:39]=[C:38](Br)[C:37]([C:41]3[CH:42]=[N:43][CH:44]=[CH:45][CH:46]=3)=[N:36]2)(=[O:34])=[O:33])[CH:31]=[CH:30][CH:29]=[CH:28][CH:27]=1. (2) Given the product [CH3:10][C@H:8]1[O:9][C@@H:4]([CH3:3])[CH2:5][N:6]([CH2:11][C:12]2[O:16][C:15]([C:17]3[CH:25]=[C:24]([C:26]4[CH:27]=[C:28]([NH:34][S:35]([C:38]5[CH:43]=[CH:42][C:41]([F:44])=[CH:40][C:39]=5[F:45])(=[O:36])=[O:37])[C:29]([O:32][CH3:33])=[N:30][CH:31]=4)[CH:23]=[C:22]4[C:18]=3[CH:19]=[N:20][NH:21]4)=[N:14][N:13]=2)[CH2:7]1, predict the reactants needed to synthesize it. The reactants are: [OH-].[Na+].[CH3:3][C@H:4]1[O:9][C@@H:8]([CH3:10])[CH2:7][N:6]([CH2:11][C:12]2[O:16][C:15]([C:17]3[CH:25]=[C:24]([C:26]4[CH:27]=[C:28]([NH:34][S:35]([C:38]5[CH:43]=[CH:42][C:41]([F:44])=[CH:40][C:39]=5[F:45])(=[O:37])=[O:36])[C:29]([O:32][CH3:33])=[N:30][CH:31]=4)[CH:23]=[C:22]4[C:18]=3[CH:19]=[N:20][N:21]4S(C3C=CC=CC=3)(=O)=O)=[N:14][N:13]=2)[CH2:5]1. (3) Given the product [Cl:6][C:7]1[CH:12]=[CH:11][C:10]([CH2:5][C:4]#[CH:3])=[CH:9][CH:8]=1, predict the reactants needed to synthesize it. The reactants are: CO[CH:3]=[C:4]=[CH2:5].[Cl:6][C:7]1[CH:12]=[CH:11][C:10]([Mg]Br)=[CH:9][CH:8]=1.[NH4+].[Cl-].